The task is: Predict the reaction yield, written as a fraction of the theoretical maximum amount of product (1.0 means a 100% yield; for example, 0.34 means a 34% yield).. This data is from Reaction yield outcomes from USPTO patents with 853,638 reactions. The reactants are [CH3:1][C:2]1[CH2:7][CH2:6][CH2:5][C:4]([CH3:9])([CH3:8])[C:3]=1[CH:10]=O.[F:12][C:13]1[CH:14]=[C:15]([CH:17]=[CH:18][CH:19]=1)[NH2:16].C(O)(=O)C.C([BH3-])#N.[Na+]. The catalyst is CO. The product is [F:12][C:13]1[CH:14]=[C:15]([CH:17]=[CH:18][CH:19]=1)[NH:16][CH2:10][C:3]1[C:4]([CH3:9])([CH3:8])[CH2:5][CH2:6][CH2:7][C:2]=1[CH3:1]. The yield is 0.750.